Dataset: Forward reaction prediction with 1.9M reactions from USPTO patents (1976-2016). Task: Predict the product of the given reaction. Given the reactants [Cl:1][C:2]1[CH:3]=[C:4]2[C:8](=[CH:9][CH:10]=1)[NH:7][C:6]([C:11](=[O:16])[CH2:12][CH2:13][CH2:14][CH3:15])=[CH:5]2.[H-].[Na+].[CH2:19](Br)[C:20]1[CH:25]=[CH:24][CH:23]=[CH:22][CH:21]=1, predict the reaction product. The product is: [Cl:1][C:2]1[CH:3]=[C:4]2[C:8](=[CH:9][CH:10]=1)[N:7]([CH2:19][C:20]1[CH:25]=[CH:24][CH:23]=[CH:22][CH:21]=1)[C:6]([C:11](=[O:16])[CH2:12][CH2:13][CH2:14][CH3:15])=[CH:5]2.